This data is from Full USPTO retrosynthesis dataset with 1.9M reactions from patents (1976-2016). The task is: Predict the reactants needed to synthesize the given product. Given the product [C:22]([C:24]1[CH:25]=[C:26]([C:27]2[O:29][N:48]=[C:47]([C:45]3[CH:46]=[C:38]([F:37])[CH:39]=[C:40]4[C:44]=3[NH:43][CH:42]=[C:41]4[CH2:52][CH2:53][C:54]([O:56][CH2:57][CH3:58])=[O:55])[N:50]=2)[CH:30]=[CH:31][C:32]=1[O:33][CH:34]([CH3:36])[CH3:35])#[N:23], predict the reactants needed to synthesize it. The reactants are: C1C=CC2N(O)N=NC=2C=1.CCN=C=NCCCN(C)C.[C:22]([C:24]1[CH:25]=[C:26]([CH:30]=[CH:31][C:32]=1[O:33][CH:34]([CH3:36])[CH3:35])[C:27]([OH:29])=O)#[N:23].[F:37][C:38]1[CH:39]=[C:40]2[C:44](=[C:45](/[C:47](/[NH:50]O)=[N:48]/[H])[CH:46]=1)[NH:43][CH:42]=[C:41]2[CH2:52][CH2:53][C:54]([O:56][CH2:57][CH3:58])=[O:55].CCCC[N+](CCCC)(CCCC)CCCC.[F-].